Dataset: Forward reaction prediction with 1.9M reactions from USPTO patents (1976-2016). Task: Predict the product of the given reaction. (1) Given the reactants [C:1]([O:5][C:6]([N:8]1[CH2:13][CH2:12][CH:11]([C:14]([C:22]2[S:23][CH:24]=[CH:25][C:26]=2Br)=[N:15][NH:16][CH2:17][C:18]([F:21])([F:20])[F:19])[CH2:10][CH2:9]1)=[O:7])([CH3:4])([CH3:3])[CH3:2], predict the reaction product. The product is: [C:1]([O:5][C:6]([N:8]1[CH2:13][CH2:12][CH:11]([C:14]2[C:22]3[S:23][CH:24]=[CH:25][C:26]=3[N:16]([CH2:17][C:18]([F:21])([F:20])[F:19])[N:15]=2)[CH2:10][CH2:9]1)=[O:7])([CH3:4])([CH3:3])[CH3:2]. (2) Given the reactants N#N.[NH2:3][CH2:4][CH2:5][O:6][CH2:7][CH2:8]O.[OH-].[Na+].C(OC(OC(C)(C)C)=O)(OC(C)(C)C)=O.C1(P(C2C=CC=CC=2)C2C=CC=CC=2)C=CC=CC=1.N1C=CN=C1.II.[NH:53]1[CH2:57][CH2:56][CH2:55][CH2:54]1.C([O-])([O-])=O.[K+].[K+].[ClH:64], predict the reaction product. The product is: [ClH:64].[N:53]1([CH2:8][CH2:7][O:6][CH2:5][CH2:4][NH2:3])[CH2:57][CH2:56][CH2:55][CH2:54]1. (3) Given the reactants [CH:1]1[C:10]2[C:5](=[CH:6][CH:7]=[CH:8][CH:9]=2)[CH:4]=[C:3]([NH:11][C:12](=[O:43])[O:13][CH2:14][C@@H:15]([N:29]([CH3:42])[C:30]([NH:32][CH2:33][C:34]2[CH:39]=[CH:38][CH:37]=[C:36]([F:40])[C:35]=2[F:41])=[O:31])[CH2:16][CH2:17][CH2:18][CH2:19][O:20][P:21]([O:26]CC)([O:23]CC)=[O:22])[N:2]=1.[Si](I)(C)(C)C, predict the reaction product. The product is: [CH:1]1[C:10]2[C:5](=[CH:6][CH:7]=[CH:8][CH:9]=2)[CH:4]=[C:3]([NH:11][C:12](=[O:43])[O:13][CH2:14][C@@H:15]([N:29]([CH3:42])[C:30]([NH:32][CH2:33][C:34]2[CH:39]=[CH:38][CH:37]=[C:36]([F:40])[C:35]=2[F:41])=[O:31])[CH2:16][CH2:17][CH2:18][CH2:19][O:20][P:21]([OH:26])([OH:23])=[O:22])[N:2]=1. (4) Given the reactants [C:1]([O:7][CH2:8][C:9]1[CH:14]=[CH:13][C:12]([N+:15]([O-:17])=[O:16])=[C:11](OS(C(F)(F)F)(=O)=O)[CH:10]=1)(=[O:6])[C:2]([CH3:5])([CH3:4])[CH3:3].[NH2:26][C:27]1[S:31][C:30]([C:32]([O:34][CH3:35])=[O:33])=[C:29]([O:36][C@@H:37]([C:39]2[CH:44]=[CH:43][CH:42]=[CH:41][C:40]=2[C:45]([F:48])([F:47])[F:46])[CH3:38])[CH:28]=1.C1(P(C2C=CC=CC=2)C2C=CC=CC=2)C=CC=CC=1.C([O-])([O-])=O.[K+].[K+], predict the reaction product. The product is: [CH3:5][C:2]([CH3:3])([CH3:4])[C:1]([O:7][CH2:8][C:9]1[CH:14]=[CH:13][C:12]([N+:15]([O-:17])=[O:16])=[C:11]([NH:26][C:27]2[S:31][C:30]([C:32]([O:34][CH3:35])=[O:33])=[C:29]([O:36][C@@H:37]([C:39]3[CH:44]=[CH:43][CH:42]=[CH:41][C:40]=3[C:45]([F:48])([F:46])[F:47])[CH3:38])[CH:28]=2)[CH:10]=1)=[O:6]. (5) Given the reactants [Cl:1][C:2]1[CH:8]=[CH:7][CH:6]=[C:5]([CH3:9])[C:3]=1[NH2:4].Br[C:11]1[CH:16]=[CH:15][C:14]([CH3:17])=[CH:13][CH:12]=1.CC(C)([O-])C.[Na+], predict the reaction product. The product is: [Cl:1][C:2]1[CH:8]=[CH:7][CH:6]=[C:5]([CH3:9])[C:3]=1[NH:4][C:11]1[CH:16]=[CH:15][C:14]([CH3:17])=[CH:13][CH:12]=1. (6) Given the reactants C[O:2][C:3]([C:5]1[N:6]=[C:7]2[C:12]([C:13]([F:16])([F:15])[F:14])=[CH:11][C:10]([NH2:17])=[CH:9][N:8]2[C:18]=1[Cl:19])=[O:4].O.[OH-].[Li+], predict the reaction product. The product is: [NH2:17][C:10]1[CH:11]=[C:12]([C:13]([F:16])([F:15])[F:14])[C:7]2[N:8]([C:18]([Cl:19])=[C:5]([C:3]([OH:4])=[O:2])[N:6]=2)[CH:9]=1.